Dataset: Catalyst prediction with 721,799 reactions and 888 catalyst types from USPTO. Task: Predict which catalyst facilitates the given reaction. Reactant: [O:1]=[C:2]([N:14]1[CH2:19][CH2:18][NH:17][CH2:16][CH2:15]1)[CH2:3][N:4]1[C:8](=[O:9])[C:7]2[CH:10]=[CH:11][CH:12]=[CH:13][C:6]=2[S:5]1.Cl[C:21]([O:23][CH2:24][C:25]1[CH:30]=[CH:29][CH:28]=[CH:27][CH:26]=1)=[O:22].CCN(C(C)C)C(C)C. Product: [O:9]=[C:8]1[C:7]2[CH:10]=[CH:11][CH:12]=[CH:13][C:6]=2[S:5][N:4]1[CH2:3][C:2]([N:14]1[CH2:19][CH2:18][N:17]([C:21]([O:23][CH2:24][C:25]2[CH:30]=[CH:29][CH:28]=[CH:27][CH:26]=2)=[O:22])[CH2:16][CH2:15]1)=[O:1]. The catalyst class is: 59.